Dataset: Forward reaction prediction with 1.9M reactions from USPTO patents (1976-2016). Task: Predict the product of the given reaction. (1) Given the reactants [F:1][C:2]1[C:7]([CH:8]=[O:9])=[CH:6][CH:5]=[CH:4][C:3]=1[C:10]1[CH:15]=[CH:14][C:13]([N:16]2[CH2:21][CH2:20][O:19][CH2:18][CH2:17]2)=[CH:12][CH:11]=1.C1COCC1.[BH4-].[Na+].Cl, predict the reaction product. The product is: [F:1][C:2]1[C:7]([CH2:8][OH:9])=[CH:6][CH:5]=[CH:4][C:3]=1[C:10]1[CH:11]=[CH:12][C:13]([N:16]2[CH2:21][CH2:20][O:19][CH2:18][CH2:17]2)=[CH:14][CH:15]=1. (2) Given the reactants Cl[C:2]1[N:12]=[C:11]([NH:13][C:14]2[CH:19]=[CH:18][C:17]([N:20]3[CH2:25][CH2:24][N:23]([C:26]([O:28][C:29]([CH3:32])([CH3:31])[CH3:30])=[O:27])[CH2:22][CH2:21]3)=[CH:16][C:15]=2[O:33][CH3:34])[C:5]2[C:6](=[O:10])[NH:7][N:8]=[CH:9][C:4]=2[CH:3]=1.[Cl:35][C:36]1[CH:42]=[CH:41][C:40]([Cl:43])=[CH:39][C:37]=1[NH2:38].CC(C)([O-])C.[K+], predict the reaction product. The product is: [Cl:35][C:36]1[CH:42]=[CH:41][C:40]([Cl:43])=[CH:39][C:37]=1[NH:38][C:2]1[N:12]=[C:11]([NH:13][C:14]2[CH:19]=[CH:18][C:17]([N:20]3[CH2:25][CH2:24][N:23]([C:26]([O:28][C:29]([CH3:30])([CH3:31])[CH3:32])=[O:27])[CH2:22][CH2:21]3)=[CH:16][C:15]=2[O:33][CH3:34])[C:5]2[C:6](=[O:10])[NH:7][N:8]=[CH:9][C:4]=2[CH:3]=1. (3) Given the reactants [CH3:1][O:2][C:3]1[CH:8]=[CH:7][C:6]([C:9]([NH:24][C:25]2[O:26][CH2:27][C:28]([F:49])([F:48])[C@:29]([C:32]3[CH:37]=[C:36](B4OCC(C)(C)CO4)[C:35]([F:46])=[CH:34][C:33]=3[F:47])([CH3:31])[N:30]=2)([C:16]2[CH:21]=[CH:20][C:19]([O:22][CH3:23])=[CH:18][CH:17]=2)[C:10]2[CH:15]=[CH:14][CH:13]=[CH:12][CH:11]=2)=[CH:5][CH:4]=1.Cl[C:51]1[O:52][C:53]2[CH:59]=[C:58]([Cl:60])[CH:57]=[CH:56][C:54]=2[N:55]=1.C(=O)([O-])[O-].[Cs+].[Cs+].ClCCl, predict the reaction product. The product is: [CH3:23][O:22][C:19]1[CH:20]=[CH:21][C:16]([C:9]([NH:24][C:25]2[O:26][CH2:27][C:28]([F:48])([F:49])[C@:29]([C:32]3[CH:37]=[C:36]([C:51]4[O:52][C:53]5[CH:59]=[C:58]([Cl:60])[CH:57]=[CH:56][C:54]=5[N:55]=4)[C:35]([F:46])=[CH:34][C:33]=3[F:47])([CH3:31])[N:30]=2)([C:6]2[CH:5]=[CH:4][C:3]([O:2][CH3:1])=[CH:8][CH:7]=2)[C:10]2[CH:11]=[CH:12][CH:13]=[CH:14][CH:15]=2)=[CH:17][CH:18]=1. (4) Given the reactants [H-].[Na+].[C:3]([O:11][CH2:12][CH3:13])(=[O:10])[CH2:4][C:5]([O:7][CH2:8][CH3:9])=[O:6].Br[C:15]1[CH:16]=[CH:17][C:18]([N+:25]([O-:27])=[O:26])=[C:19]([C:21]([F:24])([F:23])[F:22])[CH:20]=1.Cl, predict the reaction product. The product is: [N+:25]([C:18]1[CH:17]=[CH:16][C:15]([CH:4]([C:5]([O:7][CH2:8][CH3:9])=[O:6])[C:3]([O:11][CH2:12][CH3:13])=[O:10])=[CH:20][C:19]=1[C:21]([F:22])([F:23])[F:24])([O-:27])=[O:26]. (5) Given the reactants C[O:2][C:3]([C:5]1[CH:10]=[CH:9][C:8]([C:11]2[CH:16]=[C:15]([CH2:17][O:18][CH2:19][CH2:20][CH3:21])[CH:14]=[C:13]([NH2:22])[CH:12]=2)=[CH:7][CH:6]=1)=[O:4].[C:23]1([S:29](Cl)(=[O:31])=[O:30])[CH:28]=[CH:27][CH:26]=[CH:25][CH:24]=1.C(N(CC)CC)C, predict the reaction product. The product is: [C:23]1([S:29]([NH:22][C:13]2[CH:12]=[C:11]([C:8]3[CH:9]=[CH:10][C:5]([C:3]([OH:2])=[O:4])=[CH:6][CH:7]=3)[CH:16]=[C:15]([CH2:17][O:18][CH2:19][CH2:20][CH3:21])[CH:14]=2)(=[O:31])=[O:30])[CH:28]=[CH:27][CH:26]=[CH:25][CH:24]=1. (6) Given the reactants [F-].C([N+](CCCC)(CCCC)CCCC)CCC.[C:19]([O:23][C:24](=[O:51])[N:25]([C@H:34]([C:36]1[CH:41]=[CH:40][CH:39]=[C:38]([C:42](C)(C)[O:43][SiH2]C(C)(C)C)[N:37]=1)[CH3:35])[CH2:26][CH2:27][C:28]1[CH:33]=[CH:32][CH:31]=[CH:30][CH:29]=1)([CH3:22])([CH3:21])[CH3:20], predict the reaction product. The product is: [C:19]([O:23][C:24](=[O:51])[N:25]([C@H:34]([C:36]1[CH:41]=[CH:40][CH:39]=[C:38]([CH2:42][OH:43])[N:37]=1)[CH3:35])[CH2:26][CH2:27][C:28]1[CH:33]=[CH:32][CH:31]=[CH:30][CH:29]=1)([CH3:20])([CH3:21])[CH3:22]. (7) Given the reactants [CH3:1][O:2][C:3]1[CH:11]=[C:10]2[C:6]([CH2:7][C:8](=[O:12])[NH:9]2)=[CH:5][CH:4]=1.[CH:13]([C:15]1[NH:16][C:17]([CH3:35])=[C:18]([S:25]([C:28]2[CH:33]=[CH:32][C:31]([CH3:34])=[CH:30][CH:29]=2)(=[O:27])=[O:26])[C:19]=1[CH2:20][CH2:21][C:22]([OH:24])=[O:23])=O.N1CCCCC1, predict the reaction product. The product is: [CH3:1][O:2][C:3]1[CH:11]=[C:10]2[C:6](/[C:7](=[CH:13]/[C:15]3[NH:16][C:17]([CH3:35])=[C:18]([S:25]([C:28]4[CH:29]=[CH:30][C:31]([CH3:34])=[CH:32][CH:33]=4)(=[O:26])=[O:27])[C:19]=3[CH2:20][CH2:21][C:22]([OH:24])=[O:23])/[C:8](=[O:12])[NH:9]2)=[CH:5][CH:4]=1. (8) Given the reactants [NH2:1][C:2]1[C:11]2[N:10]=[CH:9][C:8]([CH2:12][CH2:13][C:14]3[CH:19]=[CH:18][C:17]([C:20](=O)[CH3:21])=[CH:16][CH:15]=3)=[CH:7][C:6]=2[C:5]2[CH:23]=[CH:24][C:25]([CH3:27])=[CH:26][C:4]=2[N:3]=1.[NH:28]1[CH2:32][CH2:31][CH2:30][C@H:29]1[CH2:33][OH:34].C(O)(C(F)(F)F)=O, predict the reaction product. The product is: [NH2:1][C:2]1[C:11]2[N:10]=[CH:9][C:8]([CH2:12][CH2:13][C:14]3[CH:19]=[CH:18][C:17]([CH:20]([N:28]4[CH2:32][CH2:31][CH2:30][C@H:29]4[CH2:33][OH:34])[CH3:21])=[CH:16][CH:15]=3)=[CH:7][C:6]=2[C:5]2[CH:23]=[CH:24][C:25]([CH3:27])=[CH:26][C:4]=2[N:3]=1.